This data is from Catalyst prediction with 721,799 reactions and 888 catalyst types from USPTO. The task is: Predict which catalyst facilitates the given reaction. (1) Reactant: [H][H].C(OC([N:10]1[CH2:15][CH2:14][N:13]([CH:16]([C:19]2[N:28]([CH2:29][C:30]3[CH:35]=[CH:34][CH:33]=[CH:32][CH:31]=3)[C:27](=[O:36])[C:26]3[C:21](=[CH:22][C:23]([Cl:37])=[CH:24][CH:25]=3)[N:20]=2)[CH2:17][CH3:18])[CH:12]([C:38]2[CH:43]=[CH:42][C:41]([CH3:44])=[CH:40][CH:39]=2)[CH2:11]1)=O)(C)(C)C.C1(C)C=CC=CC=1. Product: [CH2:29]([N:28]1[C:27](=[O:36])[C:26]2[C:21](=[CH:22][C:23]([Cl:37])=[CH:24][CH:25]=2)[N:20]=[C:19]1[CH:16]([N:13]1[CH2:14][CH2:15][NH:10][CH2:11][CH:12]1[C:38]1[CH:43]=[CH:42][C:41]([CH3:44])=[CH:40][CH:39]=1)[CH2:17][CH3:18])[C:30]1[CH:31]=[CH:32][CH:33]=[CH:34][CH:35]=1. The catalyst class is: 484. (2) Reactant: Cl[C:2]1[CH:7]=[C:6]([CH3:8])[N:5]=[C:4]([CH3:9])[CH:3]=1.Cl.[NH2:11][CH:12]([CH3:22])[CH2:13][NH:14][C:15](=[O:21])[O:16][C:17]([CH3:20])([CH3:19])[CH3:18].C(=O)([O-])[O-].[Cs+].[Cs+].CC1(C)C2C=CC=C(P(C3C=CC=CC=3)C3C=CC=CC=3)C=2OC2C1=CC=CC=2P(C1C=CC=CC=1)C1C=CC=CC=1. Product: [CH3:8][C:6]1[CH:7]=[C:2]([NH:11][CH:12]([CH3:22])[CH2:13][NH:14][C:15](=[O:21])[O:16][C:17]([CH3:19])([CH3:18])[CH3:20])[CH:3]=[C:4]([CH3:9])[N:5]=1. The catalyst class is: 102. (3) Reactant: [NH2:1][C:2]1[CH:6]=[C:5]([C:7]2[CH:12]=[CH:11][C:10]([O:13][C:14]([F:17])([F:16])[F:15])=[CH:9][CH:8]=2)[S:4][C:3]=1[C:18]([O:20]C)=[O:19].[OH-].[Li+].Cl. Product: [NH2:1][C:2]1[CH:6]=[C:5]([C:7]2[CH:8]=[CH:9][C:10]([O:13][C:14]([F:17])([F:15])[F:16])=[CH:11][CH:12]=2)[S:4][C:3]=1[C:18]([OH:20])=[O:19]. The catalyst class is: 12.